From a dataset of Forward reaction prediction with 1.9M reactions from USPTO patents (1976-2016). Predict the product of the given reaction. (1) Given the reactants CC1C=CC(S(O[CH2:12][C@@H:13]2[CH2:16][C:15](=[O:17])[NH:14]2)(=O)=O)=CC=1.C(=O)([O-])[O-].[K+].[K+].[NH:24]1[CH2:29][CH2:28][CH2:27][CH2:26][CH2:25]1, predict the reaction product. The product is: [N:24]1([CH2:12][C@H:13]2[NH:14][C:15](=[O:17])[CH2:16]2)[CH2:29][CH2:28][CH2:27][CH2:26][CH2:25]1. (2) Given the reactants [CH3:1][O:2][C:3]1[CH:4]=[C:5]2[C:10](=[CH:11][C:12]=1[O:13][CH3:14])[CH:9]=[C:8]([CH:15]=[O:16])[CH2:7][CH2:6]2.[OH-:17].[Na+], predict the reaction product. The product is: [CH3:1][O:2][C:3]1[CH:4]=[C:5]2[C:10](=[CH:11][C:12]=1[O:13][CH3:14])[CH:9]=[C:8]([C:15]([OH:17])=[O:16])[CH2:7][CH2:6]2. (3) Given the reactants [F:1][C:2]1[CH:9]=[CH:8][CH:7]=[C:6]([F:10])[C:3]=1[CH:4]=[O:5].C(N(C(C)C)C(C)C)C.FC(F)(F)S(O[Si:26]([C:29]([CH3:32])([CH3:31])[CH3:30])([CH3:28])[CH3:27])(=O)=O.C(C1N=C(C2CCN(C(=O)CN3C(C)=CC(C(F)(F)F)=N3)CC2)SC=1)(=O)C.[CH3:62][C:63]1[N:67]([CH2:68][C:69]([N:71]2[CH2:76][CH2:75][CH:74]([C:77]3[S:78][CH:79]=[C:80]([C:82](=[N:84][O:85]CCCCC4C=CC=CC=4)[CH3:83])[N:81]=3)[CH2:73][CH2:72]2)=[O:70])[N:66]=[C:65]([C:96]([F:99])([F:98])[F:97])[CH:64]=1, predict the reaction product. The product is: [F:1][C:2]1[CH:9]=[CH:8][CH:7]=[C:6]([F:10])[C:3]=1[CH:4]([O:5][Si:26]([C:29]([CH3:30])([CH3:31])[CH3:32])([CH3:27])[CH3:28])[CH2:83][C:82]([C:80]1[N:81]=[C:77]([CH:74]2[CH2:75][CH2:76][N:71]([C:69](=[O:70])[CH2:68][N:67]3[C:63]([CH3:62])=[CH:64][C:65]([C:96]([F:98])([F:99])[F:97])=[N:66]3)[CH2:72][CH2:73]2)[S:78][CH:79]=1)=[N:84][OH:85]. (4) Given the reactants [CH3:1][C:2]([NH:5][C:6]([C@@H:8]1[CH2:13][N:12]([C:14](OC(C)(C)C)=O)[CH2:11][CH2:10][N:9]1[CH2:21][C@@H:22]([OH:49])[C@@H:23]([NH:31][C:32]([C@@H:34]([NH:38][C:39](=[O:48])[N:40]([CH3:47])[CH2:41][C:42]1[S:46][CH:45]=[N:44][CH:43]=1)[CH:35]([CH3:37])[CH3:36])=[O:33])[CH2:24][C:25]1[CH:30]=[CH:29][CH:28]=[CH:27][CH:26]=1)=[O:7])([CH3:4])[CH3:3].FC(F)(F)C(O)=O.[S:57]1[C:61](Cl)=[CH:60][N:59]=[CH:58]1, predict the reaction product. The product is: [CH3:1][C:2]([NH:5][C:6]([C@@H:8]1[CH2:13][N:12]([CH2:14][C:61]2[S:57][CH:58]=[N:59][CH:60]=2)[CH2:11][CH2:10][N:9]1[CH2:21][C@@H:22]([OH:49])[C@@H:23]([NH:31][C:32]([C@@H:34]([NH:38][C:39](=[O:48])[N:40]([CH3:47])[CH2:41][C:42]1[S:46][CH:45]=[N:44][CH:43]=1)[CH:35]([CH3:37])[CH3:36])=[O:33])[CH2:24][C:25]1[CH:30]=[CH:29][CH:28]=[CH:27][CH:26]=1)=[O:7])([CH3:4])[CH3:3]. (5) Given the reactants [CH3:1][O:2][C:3]1[N:10]=[CH:9][C:8]([N:11]2[CH2:16][CH2:15][O:14][C:13]3[CH:17]=[CH:18][C:19]([O:21][C@H:22]4[CH2:26][CH2:25][N:24]([CH2:27][CH:28]5[CH2:33][CH2:32][NH:31][CH2:30][CH2:29]5)[CH2:23]4)=[CH:20][C:12]2=3)=[CH:7][C:4]=1[C:5]#[N:6].C=O.[BH3-][C:37]#N.[Na+], predict the reaction product. The product is: [CH3:1][O:2][C:3]1[N:10]=[CH:9][C:8]([N:11]2[CH2:16][CH2:15][O:14][C:13]3[CH:17]=[CH:18][C:19]([O:21][C@H:22]4[CH2:26][CH2:25][N:24]([CH2:27][CH:28]5[CH2:29][CH2:30][N:31]([CH3:37])[CH2:32][CH2:33]5)[CH2:23]4)=[CH:20][C:12]2=3)=[CH:7][C:4]=1[C:5]#[N:6]. (6) The product is: [O:11]1[C:15]2[CH:16]=[CH:17][C:18]([C:2]3[CH:8]=[C:7]([F:9])[C:5]([NH2:6])=[C:4]([F:10])[CH:3]=3)=[CH:19][C:14]=2[CH2:13][CH2:12]1. Given the reactants Br[C:2]1[CH:8]=[C:7]([F:9])[C:5]([NH2:6])=[C:4]([F:10])[CH:3]=1.[O:11]1[C:15]2[CH:16]=[CH:17][C:18](B(O)O)=[CH:19][C:14]=2[CH2:13][CH2:12]1, predict the reaction product. (7) Given the reactants [Cl:1][C:2]1[CH:3]=[C:4]([N:11]([S:15]([C:18]2[CH:23]=[CH:22][C:21]([Cl:24])=[C:20]([C:25]([F:28])([F:27])[F:26])[CH:19]=2)(=[O:17])=[O:16])[CH2:12][O:13][CH3:14])[C:5]([C:8]([OH:10])=O)=[N:6][CH:7]=1.C(Cl)(=O)C(Cl)=O.C(N(CC)CC)C.[CH3:42][NH:43][C:44]1[CH:49]=[CH:48][CH:47]=[CH:46][CH:45]=1, predict the reaction product. The product is: [CH3:42][N:43]([C:44]1[CH:49]=[CH:48][CH:47]=[CH:46][CH:45]=1)[C:8]([C:5]1[C:4]([N:11]([S:15]([C:18]2[CH:23]=[CH:22][C:21]([Cl:24])=[C:20]([C:25]([F:26])([F:28])[F:27])[CH:19]=2)(=[O:16])=[O:17])[CH2:12][O:13][CH3:14])=[CH:3][C:2]([Cl:1])=[CH:7][N:6]=1)=[O:10]. (8) Given the reactants NC1(C2C=CC(C3C(=O)C4C(=CC=C(F)C=4)OC=3C3C=CC=CC=3)=CC=2)CCC1.C(OC(=O)[NH:36][C:37]1([C:41]2[CH:46]=[CH:45][C:44]([C:47]3[C:56](=[N:57][O:58][CH3:59])[C:55]4[C:50](=[CH:51][CH:52]=[CH:53][CH:54]=4)[O:49][C:48]=3[C:60]3[CH:65]=[CH:64][CH:63]=[CH:62][CH:61]=3)=[CH:43][CH:42]=2)[CH2:40][CH2:39][CH2:38]1)(C)(C)C.C(O)(C(F)(F)F)=O.[ClH:74], predict the reaction product. The product is: [ClH:74].[CH3:59][O:58][N:57]=[C:56]1[C:55]2[C:50](=[CH:51][CH:52]=[CH:53][CH:54]=2)[O:49][C:48]([C:60]2[CH:65]=[CH:64][CH:63]=[CH:62][CH:61]=2)=[C:47]1[C:44]1[CH:43]=[CH:42][C:41]([C:37]2([NH2:36])[CH2:40][CH2:39][CH2:38]2)=[CH:46][CH:45]=1.